From a dataset of Reaction yield outcomes from USPTO patents with 853,638 reactions. Predict the reaction yield, written as a fraction of the theoretical maximum amount of product (1.0 means a 100% yield; for example, 0.34 means a 34% yield). (1) The reactants are [Cl-].O[NH3+:3].[C:4](=[O:7])([O-])[OH:5].[Na+].CS(C)=O.[CH2:13]([C:17]1[N:18]([CH2:34][C:35]2[CH:40]=[CH:39][C:38]([C:41]3[C:42]([C:47]#[N:48])=[CH:43][CH:44]=[CH:45][CH:46]=3)=[CH:37][C:36]=2[F:49])[C:19](=[O:33])[C:20]([C:24]2[CH:25]=[CH:26][C:27]3[O:31][CH2:30][CH2:29][C:28]=3[CH:32]=2)=[C:21]([CH3:23])[N:22]=1)[CH2:14][CH2:15][CH3:16]. The catalyst is O. The product is [CH2:13]([C:17]1[N:18]([CH2:34][C:35]2[CH:40]=[CH:39][C:38]([C:41]3[CH:46]=[CH:45][CH:44]=[CH:43][C:42]=3[C:47]3[NH:3][C:4](=[O:7])[O:5][N:48]=3)=[CH:37][C:36]=2[F:49])[C:19](=[O:33])[C:20]([C:24]2[CH:25]=[CH:26][C:27]3[O:31][CH2:30][CH2:29][C:28]=3[CH:32]=2)=[C:21]([CH3:23])[N:22]=1)[CH2:14][CH2:15][CH3:16]. The yield is 0.840. (2) The reactants are [F:1][C:2]([F:19])([F:18])[C:3]1[CH:8]=[CH:7][CH:6]=[CH:5][C:4]=1[NH:9][C:10]([CH:12]1[CH2:17][CH2:16][NH:15][CH2:14][CH2:13]1)=[O:11].[CH:20]1([CH2:23][CH2:24][NH:25][C:26]([C:28]2[N:29]=[N:30][C:31](Cl)=[CH:32][CH:33]=2)=[O:27])[CH2:22][CH2:21]1. No catalyst specified. The product is [CH:20]1([CH2:23][CH2:24][NH:25][C:26]([C:28]2[N:29]=[N:30][C:31]([N:15]3[CH2:16][CH2:17][CH:12]([C:10](=[O:11])[NH:9][C:4]4[CH:5]=[CH:6][CH:7]=[CH:8][C:3]=4[C:2]([F:1])([F:18])[F:19])[CH2:13][CH2:14]3)=[CH:32][CH:33]=2)=[O:27])[CH2:22][CH2:21]1. The yield is 0.890. (3) The reactants are N.[CH3:2][O:3][C:4]1[CH:5]=[C:6]2[C:11](=[CH:12][C:13]=1[O:14][CH2:15][CH:16]1[CH2:21][CH2:20][N:19]([CH3:22])[CH2:18][CH2:17]1)[N:10]=[CH:9][N:8](COC(=O)C(C)(C)C)[C:7]2=[O:31]. The catalyst is CO.C(Cl)Cl. The product is [CH3:2][O:3][C:4]1[CH:5]=[C:6]2[C:11](=[CH:12][C:13]=1[O:14][CH2:15][CH:16]1[CH2:21][CH2:20][N:19]([CH3:22])[CH2:18][CH2:17]1)[N:10]=[CH:9][NH:8][C:7]2=[O:31]. The yield is 0.830. (4) The reactants are N[C:2]1[C:11]([F:12])=[CH:10][C:9]([N:13]([C:18]2[C:37]([CH:38]3[CH2:40][CH2:39]3)=[CH:36][C:21]3[C:22]([C:32](=[O:35])[NH:33][CH3:34])=[C:23]([C:25]4[CH:30]=[CH:29][C:28]([F:31])=[CH:27][CH:26]=4)[O:24][C:20]=3[CH:19]=2)[S:14]([CH3:17])(=[O:16])=[O:15])=[CH:8][C:3]=1[C:4]([O:6][CH3:7])=[O:5].N([O-])=O.[Na+].S(=O)(=O)(O)[O-].[Na+].C([O-])(O)=O.[Na+].[BrH:56]. The catalyst is C(#N)C.O.CCOC(C)=O.[Cu]Br. The product is [Br:56][C:2]1[C:11]([F:12])=[CH:10][C:9]([N:13]([C:18]2[C:37]([CH:38]3[CH2:40][CH2:39]3)=[CH:36][C:21]3[C:22]([C:32](=[O:35])[NH:33][CH3:34])=[C:23]([C:25]4[CH:30]=[CH:29][C:28]([F:31])=[CH:27][CH:26]=4)[O:24][C:20]=3[CH:19]=2)[S:14]([CH3:17])(=[O:16])=[O:15])=[CH:8][C:3]=1[C:4]([O:6][CH3:7])=[O:5]. The yield is 0.640. (5) The reactants are [ClH:1].Cl.[NH2:3][CH2:4][CH2:5][C:6]1[N:10]=[CH:9][NH:8][CH:7]=1.[OH-].[Na+].[CH:13](=O)[CH:14]([CH3:16])[CH3:15].Cl. The catalyst is O.CO. The product is [ClH:1].[CH:14]([CH:16]1[C:7]2[N:8]=[CH:9][NH:10][C:6]=2[CH2:5][CH2:4][NH:3]1)([CH3:15])[CH3:13]. The yield is 0.487. (6) The reactants are [O:1]([CH2:8][CH2:9][CH2:10][CH2:11][CH2:12][CH2:13][CH:14]([C:16]1[O:17][C:18]([CH3:21])=[N:19][N:20]=1)[OH:15])[C:2]1[CH:7]=[CH:6][CH:5]=[CH:4][CH:3]=1.[CH2:22]([O:29]C1C=CC(OCCCCCCC=O)=CC=1)[C:23]1[CH:28]=[CH:27][CH:26]=[CH:25][CH:24]=1.[Cl-].[Ce+3].[Cl-].[Cl-].CN1NC=CO1. No catalyst specified. The product is [CH2:22]([O:29][C:5]1[CH:4]=[CH:3][C:2]([O:1][CH2:8][CH2:9][CH2:10][CH2:11][CH2:12][CH2:13][CH:14]([C:16]2[O:17][C:18]([CH3:21])=[N:19][N:20]=2)[OH:15])=[CH:7][CH:6]=1)[C:23]1[CH:28]=[CH:27][CH:26]=[CH:25][CH:24]=1. The yield is 0.550. (7) The reactants are Cl[C:2]1[C:6]([C:7]2[CH:12]=[CH:11][CH:10]=[CH:9][CH:8]=2)=[N:5][S:4][N:3]=1.C[Si]([N-:17][Si](C)(C)C)(C)C.[Li+].Cl. The catalyst is C1COCC1. The product is [NH2:17][C:2]1[C:6]([C:7]2[CH:12]=[CH:11][CH:10]=[CH:9][CH:8]=2)=[N:5][S:4][N:3]=1. The yield is 0.680. (8) The reactants are [F:1][C:2]([F:38])([F:37])[C:3]1[CH:4]=[C:5]([CH:30]=[C:31]([C:33]([F:36])([F:35])[F:34])[CH:32]=1)[CH2:6][N:7]([CH3:29])[C:8](=[O:28])[C:9]1[C:14]([C:15]2[CH:20]=[CH:19][CH:18]=[CH:17][C:16]=2[CH3:21])=[CH:13][C:12]([N:22]2[CH2:27][CH2:26][S:25][CH2:24][CH2:23]2)=[N:11][CH:10]=1.[OH:39]OS([O-])=O.[K+]. The catalyst is CO. The product is [F:38][C:2]([F:37])([F:1])[C:3]1[CH:4]=[C:5]([CH:30]=[C:31]([C:33]([F:35])([F:36])[F:34])[CH:32]=1)[CH2:6][N:7]([CH3:29])[C:8](=[O:28])[C:9]1[C:14]([C:15]2[CH:20]=[CH:19][CH:18]=[CH:17][C:16]=2[CH3:21])=[CH:13][C:12]([N:22]2[CH2:27][CH2:26][S:25](=[O:39])[CH2:24][CH2:23]2)=[N:11][CH:10]=1. The yield is 0.799.